The task is: Predict the product of the given reaction.. This data is from Forward reaction prediction with 1.9M reactions from USPTO patents (1976-2016). (1) Given the reactants [C:1]([C:3]1[C:4]([O:13][CH2:14][CH2:15][OH:16])=[N:5][NH:6][C:7]=1[N:8]=[CH:9][N:10](C)C)#[N:2].[CH3:17][O:18][C:19]1[CH:20]=[C:21]([CH:23]=[CH:24][C:25]=1[O:26][CH2:27][C:28]1[CH:33]=[CH:32][CH:31]=[C:30]([F:34])[CH:29]=1)N, predict the reaction product. The product is: [F:34][C:30]1[CH:29]=[C:28]([CH:33]=[CH:32][CH:31]=1)[CH2:27][O:26][C:25]1[CH:24]=[CH:23][C:21]([NH:2][C:1]2[N:10]=[CH:9][N:8]=[C:7]3[NH:6][N:5]=[C:4]([O:13][CH2:14][CH2:15][OH:16])[C:3]=23)=[CH:20][C:19]=1[O:18][CH3:17]. (2) Given the reactants [Br:1][C:2]1[C:3](=[O:10])[NH:4][C:5](=[O:9])[N:6]([CH3:8])[CH:7]=1.Br[CH2:12][C:13]([NH2:15])=[O:14].C([O-])([O-])=O.[K+].[K+], predict the reaction product. The product is: [Br:1][C:2]1[C:3](=[O:10])[N:4]([CH2:12][C:13]([NH2:15])=[O:14])[C:5](=[O:9])[N:6]([CH3:8])[CH:7]=1. (3) Given the reactants [Cl:1][C:2]1[CH:3]=[CH:4][C:5]2[O:10][C:9]([CH3:14])([C:11]([OH:13])=O)[CH2:8][NH:7][C:6]=2[CH:15]=1.CCN=C=NCCCN(C)C.C1C=CC2N(O)N=NC=2C=1.CCN(C(C)C)C(C)C.[F:46][C:47]1[CH:61]=[CH:60][C:50]([CH2:51][C:52]2([C:58]#[N:59])[CH2:57][CH2:56][NH:55][CH2:54][CH2:53]2)=[CH:49][CH:48]=1, predict the reaction product. The product is: [Cl:1][C:2]1[CH:3]=[CH:4][C:5]2[O:10][C:9]([CH3:14])([C:11]([N:55]3[CH2:56][CH2:57][C:52]([CH2:51][C:50]4[CH:49]=[CH:48][C:47]([F:46])=[CH:61][CH:60]=4)([C:58]#[N:59])[CH2:53][CH2:54]3)=[O:13])[CH2:8][NH:7][C:6]=2[CH:15]=1. (4) Given the reactants [NH2:1][C:2]1[CH:7]=[CH:6][C:5]([C:8]2[C:9]([NH2:23])=[N:10][CH:11]=[C:12](B3OC(C)(C)C(C)(C)O3)[N:13]=2)=[CH:4][CH:3]=1.C([O-])([O-])=O.[Na+].[Na+].Br[C:31]1[C:32]([F:44])=[C:33]([CH:41]=[CH:42][CH:43]=1)[O:34][CH:35]1[CH2:40][CH2:39][O:38][CH2:37][CH2:36]1.O, predict the reaction product. The product is: [NH2:1][C:2]1[CH:3]=[CH:4][C:5]([C:8]2[C:9]([NH2:23])=[N:10][CH:11]=[C:12]([C:31]3[CH:43]=[CH:42][CH:41]=[C:33]([O:34][CH:35]4[CH2:40][CH2:39][O:38][CH2:37][CH2:36]4)[C:32]=3[F:44])[N:13]=2)=[CH:6][CH:7]=1. (5) Given the reactants Br[C:2]1[CH:3]=[C:4]([O:8][CH3:9])[CH:5]=[CH:6][CH:7]=1.B([C:13]1[CH:14]=[C:15]([CH:18]=[CH:19][C:20]=1[O:21][CH3:22])[CH:16]=[O:17])(O)O, predict the reaction product. The product is: [CH3:22][O:21][C:20]1[CH:19]=[CH:18][C:15]([CH:16]=[O:17])=[CH:14][C:13]=1[C:2]1[CH:7]=[CH:6][CH:5]=[C:4]([O:8][CH3:9])[CH:3]=1. (6) Given the reactants [Cl:1][C:2]1[CH:3]=[C:4]([C:9]2[O:13][C:12](=O)[NH:11][N:10]=2)[CH:5]=[C:6]([Cl:8])[CH:7]=1.C(N(CC)C(C)C)(C)C.Cl.[NH:25]1[C:29]2[CH:30]=[CH:31][C:32]([C:34]([N:36]3[CH2:39][C:38]4([CH2:44][CH2:43][NH:42][CH2:41][CH2:40]4)[CH2:37]3)=[O:35])=[CH:33][C:28]=2[N:27]=[N:26]1.F[P-](F)(F)(F)(F)F.N1(O[P+](N(C)C)(N(C)C)N(C)C)C2C=CC=CC=2N=N1, predict the reaction product. The product is: [NH:25]1[C:29]2[CH:30]=[CH:31][C:32]([C:34]([N:36]3[CH2:39][C:38]4([CH2:40][CH2:41][N:42]([C:12]5[O:13][C:9]([C:4]6[CH:3]=[C:2]([Cl:1])[CH:7]=[C:6]([Cl:8])[CH:5]=6)=[N:10][N:11]=5)[CH2:43][CH2:44]4)[CH2:37]3)=[O:35])=[CH:33][C:28]=2[N:27]=[N:26]1. (7) Given the reactants Cl.[CH3:2][O:3][C:4](=[O:11])[C@@H:5]1[CH2:9][C@@H:8]([OH:10])[CH2:7][NH:6]1.[C:12](ON1C(=O)CCC1=O)([O:14][CH2:15][CH:16]1[C:28]2[C:23](=[CH:24][CH:25]=[CH:26][CH:27]=2)[C:22]2[C:17]1=[CH:18][CH:19]=[CH:20][CH:21]=2)=[O:13], predict the reaction product. The product is: [N:6]1([C:12]([O:14][CH2:15][CH:16]2[C:17]3[C:22](=[CH:21][CH:20]=[CH:19][CH:18]=3)[C:23]3[C:28]2=[CH:27][CH:26]=[CH:25][CH:24]=3)=[O:13])[CH2:7][CH:8]([OH:10])[CH2:9][C@H:5]1[C:4]([O:3][CH3:2])=[O:11].